The task is: Predict the reactants needed to synthesize the given product.. This data is from Full USPTO retrosynthesis dataset with 1.9M reactions from patents (1976-2016). (1) Given the product [Cl:1][C:2]1[CH:32]=[C:31]([Cl:33])[CH:30]=[CH:29][C:3]=1[CH2:4][N:5]1[C:9]([CH2:10][CH2:11][CH2:12][O:13][C:14]2[N:15]=[C:16]([CH3:24])[S:17][C:18]=2[CH2:19][OH:20])=[CH:8][C:7]([O:25][CH:26]([CH3:28])[CH3:27])=[N:6]1, predict the reactants needed to synthesize it. The reactants are: [Cl:1][C:2]1[CH:32]=[C:31]([Cl:33])[CH:30]=[CH:29][C:3]=1[CH2:4][N:5]1[C:9]([CH2:10][CH2:11][CH2:12][O:13][C:14]2[N:15]=[C:16]([CH3:24])[S:17][C:18]=2[C:19](OCC)=[O:20])=[CH:8][C:7]([O:25][CH:26]([CH3:28])[CH3:27])=[N:6]1.[H-].C([Al+]CC(C)C)C(C)C.C(O)C.[Cl-].[NH4+]. (2) Given the product [CH2:1]([O:8][C:9]1[C:10](=[O:11])[NH:12][C:13]2[C:14]([C:15]=1[OH:16])=[CH:19][C:20]([Br:23])=[CH:21][CH:22]=2)[C:2]1[CH:7]=[CH:6][CH:5]=[CH:4][CH:3]=1, predict the reactants needed to synthesize it. The reactants are: [CH2:1]([O:8][CH2:9][C:10]([NH:12][C:13]1[CH:22]=[CH:21][C:20]([Br:23])=[CH:19][C:14]=1[C:15](OC)=[O:16])=[O:11])[C:2]1[CH:7]=[CH:6][CH:5]=[CH:4][CH:3]=1.C[Si]([N-][Si](C)(C)C)(C)C.[K+]. (3) Given the product [F:29][C:30]1[CH:35]=[C:34]([C:2]2[C:3]([N:22]3[CH2:26][CH2:25][C@H:24]([CH2:27][OH:28])[CH2:23]3)=[N:4][CH:5]=[C:6]([C:7]([NH:9][C:10]3[CH:15]=[CH:14][C:13]([S:16][C:17]([F:20])([F:19])[F:18])=[CH:12][CH:11]=3)=[O:8])[CH:21]=2)[CH:33]=[N:32][CH:31]=1, predict the reactants needed to synthesize it. The reactants are: Br[C:2]1[C:3]([N:22]2[CH2:26][CH2:25][C@H:24]([CH2:27][OH:28])[CH2:23]2)=[N:4][CH:5]=[C:6]([CH:21]=1)[C:7]([NH:9][C:10]1[CH:15]=[CH:14][C:13]([S:16][C:17]([F:20])([F:19])[F:18])=[CH:12][CH:11]=1)=[O:8].[F:29][C:30]1[CH:31]=[N:32][CH:33]=[C:34](B2OC(C)(C)C(C)(C)O2)[CH:35]=1. (4) Given the product [F:1][C:2]1[C:3]([CH3:22])=[C:4]([C@:8]2([C:18]([O:20][CH3:21])=[O:19])[CH2:12][CH2:11][CH:10]([C:13]3[CH:17]=[N:16][N:15]([CH2:33][CH2:34][N:35]4[CH2:40][CH2:39][O:38][CH2:37][CH2:36]4)[CH:14]=3)[CH2:9]2)[CH:5]=[CH:6][CH:7]=1, predict the reactants needed to synthesize it. The reactants are: [F:1][C:2]1[C:3]([CH3:22])=[C:4]([C@:8]2([C:18]([O:20][CH3:21])=[O:19])[CH2:12][CH2:11][CH:10]([C:13]3[CH:14]=[N:15][NH:16][CH:17]=3)[CH2:9]2)[CH:5]=[CH:6][CH:7]=1.C(=O)([O-])[O-].[Cs+].[Cs+].[I-].[K+].Cl.Cl[CH2:33][CH2:34][N:35]1[CH2:40][CH2:39][O:38][CH2:37][CH2:36]1. (5) Given the product [Cl:66][C:58]1[C:57]([C:54]2[N:53]=[C:52]([C:67](=[O:68])[NH:69][CH3:70])[C:51]([NH:50][C:26]3[C:27]([C:28]([F:29])([F:30])[F:31])=[CH:22][N:23]=[C:24]([NH:32][C:33]4[CH:47]=[CH:46][C:36]([CH2:37][P:38](=[O:45])([O:42][CH2:43][CH3:44])[O:39][CH2:40][CH3:41])=[CH:35][C:34]=4[O:48][CH3:49])[N:25]=3)=[CH:56][CH:55]=2)=[CH:61][N:60]([CH2:62][CH2:63][CH2:64][OH:65])[N:59]=1, predict the reactants needed to synthesize it. The reactants are: OCCCN1C=C(C2C=CC(N[C:22]3[C:27]([C:28]([F:31])([F:30])[F:29])=[CH:26][N:25]=[C:24]([NH:32][C:33]4[CH:47]=[CH:46][C:36]([CH2:37][P:38](=[O:45])([O:42][CH2:43][CH3:44])[O:39][CH2:40][CH3:41])=[CH:35][C:34]=4[O:48][CH3:49])[N:23]=3)=C3C=2CN(C)C3=O)C=N1.[NH2:50][C:51]1[C:52]([C:67]([NH:69][CH3:70])=[O:68])=[N:53][C:54]([C:57]2[C:58]([Cl:66])=[N:59][N:60]([CH2:62][CH2:63][CH2:64][OH:65])[CH:61]=2)=[CH:55][CH:56]=1. (6) Given the product [F:20][C:15]1[CH:14]=[C:13]([C:11]2[O:1][N:2]=[C:3]([C:4]3[CH:9]=[N:8][CH:7]=[CH:6][N:5]=3)[CH:12]=2)[CH:18]=[CH:17][C:16]=1[F:19], predict the reactants needed to synthesize it. The reactants are: [OH:1][N:2]=[C:3](Cl)[C:4]1[CH:9]=[N:8][CH:7]=[CH:6][N:5]=1.[C:11]([C:13]1[CH:18]=[CH:17][C:16]([F:19])=[C:15]([F:20])[CH:14]=1)#[CH:12].N. (7) Given the product [Br:1][C:2]1[CH:22]=[CH:21][C:20]([F:23])=[CH:19][C:3]=1[O:4][CH:5]1[CH2:10][CH2:9][N:8]([C:11]2[N:12]=[CH:13][C:14]3[N:18]=[N:24][NH:17][C:15]=3[N:16]=2)[CH2:7][CH2:6]1, predict the reactants needed to synthesize it. The reactants are: [Br:1][C:2]1[CH:22]=[CH:21][C:20]([F:23])=[CH:19][C:3]=1[O:4][CH:5]1[CH2:10][CH2:9][N:8]([C:11]2[N:16]=[C:15]([NH2:17])[C:14]([NH2:18])=[CH:13][N:12]=2)[CH2:7][CH2:6]1.[N:24](OC(C)(C)C)=O. (8) Given the product [Cl:45][C:36]1[CH:35]=[CH:34][C:33]([N:13]2[CH:14]=[CH:15][C:11]([C:9]3[CH:8]=[CH:7][C:6]4[O:1][CH2:2][CH2:3][CH2:4][C:5]=4[CH:10]=3)=[N:12]2)=[CH:38][C:37]=1[CH2:39][NH:40][C:41](=[O:44])[O:42][CH3:43], predict the reactants needed to synthesize it. The reactants are: [O:1]1[C:6]2[CH:7]=[CH:8][C:9]([C:11]3[CH:15]=[CH:14][NH:13][N:12]=3)=[CH:10][C:5]=2[CH2:4][CH2:3][CH2:2]1.CN[C@@H]1CCCC[C@H]1NC.C(=O)([O-])[O-].[K+].[K+].Br[C:33]1[CH:34]=[CH:35][C:36]([Cl:45])=[C:37]([CH2:39][NH:40][C:41](=[O:44])[O:42][CH3:43])[CH:38]=1. (9) Given the product [CH:1]1([C:4]2[N:29]([C@@H:30]3[CH2:35][O:34][C@@H:33]([CH2:36][OH:37])[CH2:32][CH2:31]3)[C:21]3=[C:22]4[S:28][CH:27]=[CH:26][C:23]4=[N:24][CH:25]=[C:20]3[N:19]=2)[CH2:3][CH2:2]1, predict the reactants needed to synthesize it. The reactants are: [CH:1]1([C:4](N)=O)[CH2:3][CH2:2]1.F[B-](F)(F)F.C([O+](CC)CC)C.[NH2:19][C:20]1[C:21]([NH:29][C@@H:30]2[CH2:35][O:34][C@@H:33]([CH2:36][OH:37])[CH2:32][CH2:31]2)=[C:22]2[S:28][CH:27]=[CH:26][C:23]2=[N:24][CH:25]=1.